From a dataset of NCI-60 drug combinations with 297,098 pairs across 59 cell lines. Regression. Given two drug SMILES strings and cell line genomic features, predict the synergy score measuring deviation from expected non-interaction effect. (1) Drug 1: C1=NC2=C(N1)C(=S)N=C(N2)N. Drug 2: CCN(CC)CCNC(=O)C1=C(NC(=C1C)C=C2C3=C(C=CC(=C3)F)NC2=O)C. Cell line: HL-60(TB). Synergy scores: CSS=44.2, Synergy_ZIP=-2.48, Synergy_Bliss=-1.91, Synergy_Loewe=-7.55, Synergy_HSA=-3.11. (2) Drug 1: CC1C(C(CC(O1)OC2CC(CC3=C2C(=C4C(=C3O)C(=O)C5=C(C4=O)C(=CC=C5)OC)O)(C(=O)C)O)N)O.Cl. Drug 2: C1CN(CCN1C(=O)CCBr)C(=O)CCBr. Cell line: MDA-MB-231. Synergy scores: CSS=11.7, Synergy_ZIP=-3.24, Synergy_Bliss=0.450, Synergy_Loewe=-8.52, Synergy_HSA=1.39.